Task: Regression/Classification. Given a drug SMILES string, predict its absorption, distribution, metabolism, or excretion properties. Task type varies by dataset: regression for continuous measurements (e.g., permeability, clearance, half-life) or binary classification for categorical outcomes (e.g., BBB penetration, CYP inhibition). Dataset: cyp3a4_veith.. Dataset: CYP3A4 inhibition data for predicting drug metabolism from PubChem BioAssay (1) The molecule is CC[C@H]1CN2CCc3cc(OC)c(OC)cc3[C@H]2C[C@@H]1C[C@H]1NCCc2c1[nH]c1ccc(O)cc21. The result is 0 (non-inhibitor). (2) The molecule is Oc1cc2c(cc1O)[C@H]1c3ccccc3CN[C@H]1CC2. The result is 0 (non-inhibitor). (3) The result is 0 (non-inhibitor). The molecule is FC(F)(F)c1ccccc1-c1cc(NCCN2CCOCC2)ncn1. (4) The drug is O=C(c1ccco1)N1CCC2(CC1)CN(Cc1ccncc1)C2. The result is 1 (inhibitor). (5) The drug is COc1ccccc1CCn1c(=O)c(-c2cc(F)cc(F)c2)nc2cncnc21. The result is 1 (inhibitor). (6) The drug is Cc1ccc(Oc2nn[nH]n2)cc1. The result is 0 (non-inhibitor). (7) The molecule is CO[C@H]1COC(=O)C/C=C\[C@H](C)COC(=O)[C@@H](C)NC(=O)C/C=C\[C@@H]1C. The result is 0 (non-inhibitor).